From a dataset of Reaction yield outcomes from USPTO patents with 853,638 reactions. Predict the reaction yield, written as a fraction of the theoretical maximum amount of product (1.0 means a 100% yield; for example, 0.34 means a 34% yield). (1) The reactants are [CH2:1]([O:8][C:9]([N:11]1[CH2:16][CH2:15][N:14]([C:17]([O:19][C:20]([CH3:23])([CH3:22])[CH3:21])=[O:18])[CH2:13][CH:12]1[C:24](O)=[O:25])=[O:10])[C:2]1[CH:7]=[CH:6][CH:5]=[CH:4][CH:3]=1.B.CO. The catalyst is C1COCC1. The product is [OH:25][CH2:24][CH:12]1[CH2:13][N:14]([C:17]([O:19][C:20]([CH3:22])([CH3:23])[CH3:21])=[O:18])[CH2:15][CH2:16][N:11]1[C:9]([O:8][CH2:1][C:2]1[CH:3]=[CH:4][CH:5]=[CH:6][CH:7]=1)=[O:10]. The yield is 0.920. (2) The reactants are [F:1][CH:2]([F:13])[C:3]1[CH:12]=[CH:11][CH:10]=[CH:9][C:4]=1[C:5]([O:7]C)=[O:6].[OH-].[Na+].Cl. The catalyst is CO. The product is [F:1][CH:2]([F:13])[C:3]1[CH:12]=[CH:11][CH:10]=[CH:9][C:4]=1[C:5]([OH:7])=[O:6]. The yield is 0.930. (3) The reactants are [CH2:1]([O:3][C:4]1[CH:5]=[C:6]2[C:11](=[C:12]3[CH2:16][C:15]([CH3:18])([CH3:17])[O:14][C:13]=13)[C:10]([C:19]1[CH:24]=[CH:23][CH:22]=[CH:21][CH:20]=1)=[N:9][C:8]([CH2:26][N:27]1C(=O)C3C(=CC=CC=3)C1=O)([CH3:25])[CH2:7]2)[CH3:2].O.NN.[OH-].[Na+]. The catalyst is C(O)C. The product is [CH2:1]([O:3][C:4]1[CH:5]=[C:6]2[C:11](=[C:12]3[CH2:16][C:15]([CH3:18])([CH3:17])[O:14][C:13]=13)[C:10]([C:19]1[CH:24]=[CH:23][CH:22]=[CH:21][CH:20]=1)=[N:9][C:8]([CH3:25])([CH2:26][NH2:27])[CH2:7]2)[CH3:2]. The yield is 0.950. (4) The reactants are O=[CH:2][CH2:3][CH2:4][CH:5]1[N:9]([C:10]([O:12][CH2:13][C:14]2[CH:19]=[CH:18][C:17]([O:20][C@H:21]3[C@H:26]([O:27][C:28](=[O:30])[CH3:29])[C@@H:25]([O:31][C:32](=[O:34])[CH3:33])[C@H:24]([O:35][C:36](=[O:38])[CH3:37])[C@@H:23]([C:39]([O:41][CH3:42])=[O:40])[O:22]3)=[C:16]([NH:43][C:44](=[O:65])[CH2:45][CH2:46][NH:47][C:48]([O:50][CH2:51][CH:52]3[C:64]4[CH:63]=[CH:62][CH:61]=[CH:60][C:59]=4[C:58]4[C:53]3=[CH:54][CH:55]=[CH:56][CH:57]=4)=[O:49])[CH:15]=2)=[O:11])[CH2:8][CH2:7][O:6]1.C(#N)C.[CH3:69][C@@H:70]1[O:75][C@@H:74]([O:76][C@@H:77]2[C:82]3=[C:83]([OH:100])[C:84]4[C:96](=[O:97])[C:95]5[C:90](=[CH:91][CH:92]=[CH:93][C:94]=5[O:98][CH3:99])[C:88](=[O:89])[C:85]=4[C:86]([OH:87])=[C:81]3[CH2:80][C@@:79]([OH:105])([C:101]([CH2:103][OH:104])=[O:102])[CH2:78]2)[CH2:73][C@H:72]([NH2:106])[C@@H:71]1[OH:107].Cl.C([BH3-])#N.[Na+]. The catalyst is O. The product is [OH:107][CH:71]1[CH:72]([NH:106][CH2:2][CH2:3][CH2:4][CH:5]2[N:9]([C:10]([O:12][CH2:13][C:14]3[CH:19]=[CH:18][C:17]([O:20][C@H:21]4[C@H:26]([O:27][C:28](=[O:30])[CH3:29])[C@@H:25]([O:31][C:32](=[O:34])[CH3:33])[C@H:24]([O:35][C:36](=[O:38])[CH3:37])[C@@H:23]([C:39]([O:41][CH3:42])=[O:40])[O:22]4)=[C:16]([NH:43][C:44](=[O:65])[CH2:45][CH2:46][NH:47][C:48]([O:50][CH2:51][CH:52]4[C:53]5[CH:54]=[CH:55][CH:56]=[CH:57][C:58]=5[C:59]5[C:64]4=[CH:63][CH:62]=[CH:61][CH:60]=5)=[O:49])[CH:15]=3)=[O:11])[CH2:8][CH2:7][O:6]2)[CH2:73][CH:74]([O:76][CH:77]2[C:82]3[C:81](=[C:86]([OH:87])[C:85]4[C:88](=[O:89])[C:90]5[C:95]([C:96](=[O:97])[C:84]=4[C:83]=3[OH:100])=[C:94]([O:98][CH3:99])[CH:93]=[CH:92][CH:91]=5)[CH2:80][C@@:79]([OH:105])([C:101](=[O:102])[CH2:103][OH:104])[CH2:78]2)[O:75][CH:70]1[CH3:69]. The yield is 0.410.